Dataset: Reaction yield outcomes from USPTO patents with 853,638 reactions. Task: Predict the reaction yield, written as a fraction of the theoretical maximum amount of product (1.0 means a 100% yield; for example, 0.34 means a 34% yield). The reactants are [C:1]1([P:7]([C:14]2[CH:19]=[CH:18][CH:17]=[CH:16][CH:15]=2)[C:8]2[CH:13]=[CH:12][CH:11]=[CH:10][CH:9]=2)[CH:6]=[CH:5][CH:4]=[CH:3][CH:2]=1.[Br:20][CH2:21][CH2:22][C:23]1[C:32]2[C:27](=[CH:28][CH:29]=[C:30]([O:33][CH3:34])[CH:31]=2)[N:26]=[CH:25][C:24]=1[Cl:35]. The catalyst is CC1C=CC(C)=CC=1. The product is [Br-:20].[Cl:35][C:24]1[CH:25]=[N:26][C:27]2[C:32]([C:23]=1[CH2:22][CH2:21][P+:7]([C:1]1[CH:2]=[CH:3][CH:4]=[CH:5][CH:6]=1)([C:8]1[CH:13]=[CH:12][CH:11]=[CH:10][CH:9]=1)[C:14]1[CH:15]=[CH:16][CH:17]=[CH:18][CH:19]=1)=[CH:31][C:30]([O:33][CH3:34])=[CH:29][CH:28]=2. The yield is 0.920.